Dataset: Forward reaction prediction with 1.9M reactions from USPTO patents (1976-2016). Task: Predict the product of the given reaction. (1) Given the reactants Cl[C:2]1[CH:3]=[CH:4][C:5]([N+:9]([O-:11])=[O:10])=[C:6]([NH2:8])[CH:7]=1.[NH:12]1[CH2:17][CH2:16][S:15][CH2:14][CH2:13]1.C([O-])([O-])=O.[K+].[K+].O, predict the reaction product. The product is: [N+:9]([C:5]1[CH:4]=[CH:3][C:2]([N:12]2[CH2:17][CH2:16][S:15][CH2:14][CH2:13]2)=[CH:7][C:6]=1[NH2:8])([O-:11])=[O:10]. (2) Given the reactants C([O:5][C:6](=[O:28])[CH2:7][N:8]1[C:12]2[CH:13]=[CH:14][C:15]([NH:17][C:18]([O:20][C:21]([CH3:24])([CH3:23])[CH3:22])=[O:19])=[CH:16][C:11]=2[N:10]=[C:9]1[CH2:25][CH2:26][CH3:27])(C)(C)C.[OH-].[Na+], predict the reaction product. The product is: [C:21]([O:20][C:18]([NH:17][C:15]1[CH:14]=[CH:13][C:12]2[N:8]([CH2:7][C:6]([OH:28])=[O:5])[C:9]([CH2:25][CH2:26][CH3:27])=[N:10][C:11]=2[CH:16]=1)=[O:19])([CH3:22])([CH3:23])[CH3:24]. (3) Given the reactants [C:1]([O:5][C:6](=[O:19])[NH:7][CH2:8][C@@H:9]1[CH2:11][C@H:10]1[C:12]1[CH:17]=[CH:16][CH:15]=[CH:14][C:13]=1Br)([CH3:4])([CH3:3])[CH3:2].[F:20][C:21]([F:32])([F:31])[C:22]1[CH:27]=[CH:26][C:25](B(O)O)=[CH:24][CH:23]=1.C([O-])([O-])=O.[K+].[K+], predict the reaction product. The product is: [C:1]([O:5][C:6](=[O:19])[NH:7][CH2:8][C@@H:9]1[CH2:11][C@H:10]1[C:12]1[CH:17]=[CH:16][CH:15]=[CH:14][C:13]=1[C:25]1[CH:26]=[CH:27][C:22]([C:21]([F:32])([F:31])[F:20])=[CH:23][CH:24]=1)([CH3:4])([CH3:3])[CH3:2]. (4) Given the reactants [Si]([O:8][CH2:9][CH2:10][CH2:11][CH2:12][CH2:13][CH:14]([C:22]([O:24][C:25]([CH3:28])([CH3:27])[CH3:26])=[O:23])[C:15]([O:17][C:18]([CH3:21])([CH3:20])[CH3:19])=[O:16])(C(C)(C)C)(C)C.CCCC[N+](CCCC)(CCCC)CCCC.[F-], predict the reaction product. The product is: [OH:8][CH2:9][CH2:10][CH2:11][CH2:12][CH2:13][CH:14]([C:15]([O:17][C:18]([CH3:21])([CH3:20])[CH3:19])=[O:16])[C:22]([O:24][C:25]([CH3:27])([CH3:28])[CH3:26])=[O:23].